Dataset: Peptide-MHC class I binding affinity with 185,985 pairs from IEDB/IMGT. Task: Regression. Given a peptide amino acid sequence and an MHC pseudo amino acid sequence, predict their binding affinity value. This is MHC class I binding data. (1) The binding affinity (normalized) is 0.404. The peptide sequence is FPQSNSPIED. The MHC is HLA-B35:01 with pseudo-sequence HLA-B35:01. (2) The peptide sequence is VNFEFPEF. The MHC is H-2-Db with pseudo-sequence H-2-Db. The binding affinity (normalized) is 0. (3) The peptide sequence is NTYKRSGIM. The MHC is HLA-A26:01 with pseudo-sequence HLA-A26:01. The binding affinity (normalized) is 0.188. (4) The peptide sequence is YVFPVIFSR. The MHC is HLA-A68:02 with pseudo-sequence HLA-A68:02. The binding affinity (normalized) is 0.383. (5) The peptide sequence is SLDLASLIL. The MHC is HLA-A02:01 with pseudo-sequence HLA-A02:01. The binding affinity (normalized) is 0.317. (6) The MHC is HLA-A24:02 with pseudo-sequence HLA-A24:02. The peptide sequence is DWIPLALTI. The binding affinity (normalized) is 0.744.